From a dataset of Experimentally validated miRNA-target interactions with 360,000+ pairs, plus equal number of negative samples. Binary Classification. Given a miRNA mature sequence and a target amino acid sequence, predict their likelihood of interaction. (1) The miRNA is mmu-let-7i-5p with sequence UGAGGUAGUAGUUUGUGCUGUU. The protein sequence of the target gene is MKCEHCTRKECSKKTKTDDQENVSADAPSPAQENGEKGEFHKLADAKIFLSDCLACDSCMTAEEGVQLSQQNAKDFFRVLNLNKKCDTSKHKVLVVSVCPQSLPYFAAKFNLSVTDASRRLCGFLKSLGVHYVFDTTIAADFSILESQKEFVRRYRQHSEEERTLPMLTSACPGWVRYAERVLGRPITAHLCTAKSPQQVMGSLVKDYFARQQNLSPEKIFHVIVAPCYDKKLEALQESLPPALHGSRGADCVLTSGEIAQIMEQGDLSVRDAAVDTLFGDLKEDKVTRHDGASSDGHLA.... Result: 0 (no interaction). (2) The miRNA is mmu-miR-342-3p with sequence UCUCACACAGAAAUCGCACCCGU. The protein sequence of the target gene is MKVSWPGENHWQVGPAVVESPAVGAPQVGGLPDVVPEGTLLNMVLKRMHRPRCCSYQLVFEHRRPSCIQGLRWTPLTNSEDSLDFRVSLEQATTEHVHKAGKLLHRHLLATYPTLIRDRKYHLRLYRHCCSGRELVDGILALGLGVHSRSQAVGICQVLLDEGALCHVKHDWTFQDRDAQFYRFPGPEPEPTGTQDVEEELVEAMALLSQRGPDALLTVALRKPPGQRTDEELDLIFEELLHIKAVAHLSNSVKRELAAVLLFEPHSKAGTVLFSQGDKGTSWYIIWKGSVNVVTHGKGL.... Result: 1 (interaction). (3) The miRNA is hsa-miR-99b-3p with sequence CAAGCUCGUGUCUGUGGGUCCG. The protein sequence of the target gene is MEPTSGFAEQPGPVKAESEEQEPAQWQALPVLSEQQSGAVELILAYAAPVLDKRQTSRLLREVSAVYPLPAQPHLKRVRPSRSAGGAQSSDLLLCLAGPSAGPRSLAELLPRPAVDPRGLGTPFLVPVPARPPLTRSQFEEARAHWPTSFHEDKQVTSALAGQLFSTQERAAMQTHMERAVCAAQRAAAQGLRAVGAVVVDPASDRVLATGHDCSSVASPLLHAVMVCIDLVAQGQGRGSCDLRSHPACSFTQATATQGARAGSVRKLDEDSLPYVCTGYDLYVTREPCVMCAMALVHAR.... Result: 0 (no interaction). (4) The miRNA is hsa-miR-628-3p with sequence UCUAGUAAGAGUGGCAGUCGA. The protein sequence of the target gene is MLPGLRRLLQAPASACLLLMLLALPLAAPSCPMLCTCYSSPPTVSCQANNFSSVPLSLPPSTQRLFLQNNLIRTLRPGTFGSNLLTLWLFSNNLSTIYPGTFRHLQALEELDLGDNRHLRSLEPDTFQGLERLQSLHLYRCQLSSLPGNIFRGLVSLQYLYLQENSLLHLQDDLFADLANLSHLFLHGNRLRLLTEHVFRGLGSLDRLLLHGNRLQGVHRAAFRGLSRLTILYLFNNSLASLPGEALADLPSLEFLRLNANPWACDCRARPLWAWFQRARVSSSDVTCATPPERQGRDLR.... Result: 0 (no interaction). (5) The miRNA is hsa-miR-125a-3p with sequence ACAGGUGAGGUUCUUGGGAGCC. The protein sequence of the target gene is MSLLFSRCNSIVTVKKNKRHMAEVNASPLKHFVTAKKKINGIFEQLGAYIQESATFLEDTYRNAELDPVTTEEQVLDVKGYLSKVRGISEVLARRHMKVAFFGRTSNGKSTVINAMLWDKVLPSGIGHTTNCFLRVEGTDGHEAFLLTEGSEEKRSAKTVNQLAHALHQDKQLHAGSLVSVMWPNSKCPLLKDDLVLMDSPGIDVTTELDSWIDKFCLDADVFVLVANSESTLMQTEKHFFHKVSERLSRPNIFILNNRWDASASEPEYMEEVRRQHMERCTSFLVDELGVVDRSQAGDR.... Result: 0 (no interaction). (6) The miRNA is hsa-miR-4799-3p with sequence ACUGGCAUGCUGCAUUUAUAUA. The protein sequence of the target gene is MVTCVPASEQVGCAERDSQVYCEDTGGTEAVRVTDCGSPEDSGPQDEPSYCNSEDSGQLMASYEGKARGYQVPPFGWRICLAHEFAEKRRPFQANNISLSNLVKHLGMGLRYLKWWYRKTHVEKKTPFIDMLNSLPLRQIYGCPLGGIGGGTITRGWRGQFCRWQLNPGMYQHQTVIADQFIVCLRRDGRTVYQQVLSLELPNVLRSWNWGLCGYFAFYHALYPRAWTVYQLPGQNVTLTCRQVTPILPHDYQDSSLPVGVFVWDVENEGDETLDVSITFSMRNGLGGEDDAAGSLWNEP.... Result: 0 (no interaction).